The task is: Regression. Given two drug SMILES strings and cell line genomic features, predict the synergy score measuring deviation from expected non-interaction effect.. This data is from NCI-60 drug combinations with 297,098 pairs across 59 cell lines. (1) Drug 1: CN1CCC(CC1)COC2=C(C=C3C(=C2)N=CN=C3NC4=C(C=C(C=C4)Br)F)OC. Drug 2: CC1=C2C(C(=O)C3(C(CC4C(C3C(C(C2(C)C)(CC1OC(=O)C(C(C5=CC=CC=C5)NC(=O)OC(C)(C)C)O)O)OC(=O)C6=CC=CC=C6)(CO4)OC(=O)C)O)C)O. Cell line: OVCAR-5. Synergy scores: CSS=58.9, Synergy_ZIP=6.45, Synergy_Bliss=7.20, Synergy_Loewe=6.08, Synergy_HSA=8.99. (2) Drug 1: CN(C)C1=NC(=NC(=N1)N(C)C)N(C)C. Drug 2: CC1=CC=C(C=C1)C2=CC(=NN2C3=CC=C(C=C3)S(=O)(=O)N)C(F)(F)F. Cell line: T-47D. Synergy scores: CSS=2.47, Synergy_ZIP=-0.526, Synergy_Bliss=1.37, Synergy_Loewe=-5.91, Synergy_HSA=-2.62. (3) Synergy scores: CSS=41.7, Synergy_ZIP=-6.99, Synergy_Bliss=-15.1, Synergy_Loewe=-21.7, Synergy_HSA=-14.5. Cell line: SR. Drug 1: C1=C(C(=O)NC(=O)N1)F. Drug 2: CC1=CC=C(C=C1)C2=CC(=NN2C3=CC=C(C=C3)S(=O)(=O)N)C(F)(F)F. (4) Drug 1: C1=CC(=CC=C1C#N)C(C2=CC=C(C=C2)C#N)N3C=NC=N3. Drug 2: C1CN(CCN1C(=O)CCBr)C(=O)CCBr. Cell line: NCI-H322M. Synergy scores: CSS=-0.760, Synergy_ZIP=0.820, Synergy_Bliss=1.14, Synergy_Loewe=0.180, Synergy_HSA=-0.904.